This data is from Peptide-MHC class I binding affinity with 185,985 pairs from IEDB/IMGT. The task is: Regression. Given a peptide amino acid sequence and an MHC pseudo amino acid sequence, predict their binding affinity value. This is MHC class I binding data. (1) The peptide sequence is AINVFTNSQI. The MHC is HLA-A02:06 with pseudo-sequence HLA-A02:06. The binding affinity (normalized) is 0.125. (2) The peptide sequence is LTVKHMANV. The MHC is HLA-B40:01 with pseudo-sequence HLA-B40:01. The binding affinity (normalized) is 0.0847. (3) The peptide sequence is VEFRYQRL. The MHC is H-2-Kb with pseudo-sequence H-2-Kb. The binding affinity (normalized) is 0.712. (4) The peptide sequence is VPADHRLAF. The MHC is HLA-B27:05 with pseudo-sequence HLA-B27:05. The binding affinity (normalized) is 0.0847. (5) The peptide sequence is FQPQNAQFI. The MHC is H-2-Kb with pseudo-sequence H-2-Kb. The binding affinity (normalized) is 0.0258.